From a dataset of Forward reaction prediction with 1.9M reactions from USPTO patents (1976-2016). Predict the product of the given reaction. (1) Given the reactants [Br:1][C:2]1[CH:7]=[CH:6][C:5]([C:8]2[NH:12][N:11]=[CH:10][CH:9]=2)=[CH:4][CH:3]=1.[C:13]([O:17][C:18](O[C:18]([O:17][C:13]([CH3:16])([CH3:15])[CH3:14])=[O:19])=[O:19])([CH3:16])([CH3:15])[CH3:14].CN(C1C=CC=CN=1)C.C(OCC)C, predict the reaction product. The product is: [C:13]([O:17][C:18]([N:12]1[C:8]([C:5]2[CH:4]=[CH:3][C:2]([Br:1])=[CH:7][CH:6]=2)=[CH:9][CH:10]=[N:11]1)=[O:19])([CH3:16])([CH3:15])[CH3:14]. (2) Given the reactants CC1C=CC(S(O[C:12]2[C:13]3[CH2:23][CH2:22][CH2:21][C:20]4[CH:24]=[CH:25][CH:26]=[CH:27][C:19]=4[C:14]=3[N:15]=[C:16]([NH2:18])[N:17]=2)(=O)=O)=CC=1.[N:28]1([C:37]([O:39][C:40]([CH3:43])([CH3:42])[CH3:41])=[O:38])[CH2:33][CH2:32][CH2:31][CH:30]2[CH2:34][NH:35][CH2:36][CH:29]12.C(N(CC)CC)C, predict the reaction product. The product is: [NH2:18][C:16]1[N:17]=[C:12]([N:35]2[CH2:34][CH:30]3[CH:29]([N:28]([C:37]([O:39][C:40]([CH3:43])([CH3:42])[CH3:41])=[O:38])[CH2:33][CH2:32][CH2:31]3)[CH2:36]2)[C:13]2[CH2:23][CH2:22][CH2:21][C:20]3[CH:24]=[CH:25][CH:26]=[CH:27][C:19]=3[C:14]=2[N:15]=1. (3) Given the reactants C[Si]([N-][Si](C)(C)C)(C)C.[Na+].[CH2:11]([O:13][CH2:14][CH2:15][NH:16][C:17](=[O:29])[C:18]1[C:23]([Si:24]([CH3:27])([CH3:26])[CH3:25])=[CH:22][CH:21]=[CH:20][C:19]=1[Cl:28])[CH3:12].[CH2:30](I)[CH3:31], predict the reaction product. The product is: [Cl:28][C:19]1[CH:20]=[CH:21][CH:22]=[C:23]([Si:24]([CH3:27])([CH3:26])[CH3:25])[C:18]=1[C:17]([N:16]([CH2:15][CH2:14][O:13][CH2:11][CH3:12])[CH2:30][CH3:31])=[O:29]. (4) The product is: [C:28]([O:1][CH2:2][C:3]1([CH2:16][O:17][C:23](=[O:35])[CH3:24])[CH2:8][CH2:7][N:6]([C:9]([O:11][C:12]([CH3:13])([CH3:14])[CH3:15])=[O:10])[CH2:5][CH2:4]1)(=[O:30])[CH3:29]. Given the reactants [OH:1][CH2:2][C:3]1([CH2:16][OH:17])[CH2:8][CH2:7][N:6]([C:9]([O:11][C:12]([CH3:15])([CH3:14])[CH3:13])=[O:10])[CH2:5][CH2:4]1.C(N([CH2:23][CH3:24])CC)C.ClCCl.[C:28](OC(=O)C)(=[O:30])[CH3:29].[OH2:35], predict the reaction product. (5) The product is: [CH2:25]([N:29]1[C:37]2[N:36]=[CH:35][NH:34][C:33]=2[C:32](=[O:45])[N:31]([CH2:46][CH2:47][O:48][C:49]2[CH:50]=[CH:51][CH:52]=[CH:53][CH:54]=2)[C:30]1=[O:55])[CH2:26][CH2:27][CH3:28]. Given the reactants C(N1C2N=CNC=2C(=O)N(CCCC2C=CC=CC=2)C1=O)CCC.[CH2:25]([N:29]1[C:37]2[N:36]=[CH:35][N:34](CC3C=CC=CC=3)[C:33]=2[C:32](=[O:45])[N:31]([CH2:46][CH2:47][O:48][C:49]2[CH:54]=[CH:53][CH:52]=[CH:51][CH:50]=2)[C:30]1=[O:55])[CH2:26][CH2:27][CH3:28], predict the reaction product.